This data is from CYP2C9 inhibition data for predicting drug metabolism from PubChem BioAssay. The task is: Regression/Classification. Given a drug SMILES string, predict its absorption, distribution, metabolism, or excretion properties. Task type varies by dataset: regression for continuous measurements (e.g., permeability, clearance, half-life) or binary classification for categorical outcomes (e.g., BBB penetration, CYP inhibition). Dataset: cyp2c9_veith. The drug is O=C(NCCC[N+]1=CC=N[C@H]1c1ccccc1)N1CCCc2nc(-c3ccc(Br)cc3)ccc21. The result is 0 (non-inhibitor).